Dataset: Reaction yield outcomes from USPTO patents with 853,638 reactions. Task: Predict the reaction yield, written as a fraction of the theoretical maximum amount of product (1.0 means a 100% yield; for example, 0.34 means a 34% yield). (1) The reactants are [CH3:1][C:2]1[S:6][C:5]([C:7]([O:9][CH3:10])=[O:8])=[CH:4][C:3]=1[N+:11]([O-:13])=[O:12].[CH:14](=O)[C:15]1[CH:20]=[CH:19][CH:18]=[CH:17][CH:16]=1.N1CCCC1. The catalyst is CO. The product is [N+:11]([C:3]1[CH:4]=[C:5]([C:7]([O:9][CH3:10])=[O:8])[S:6][C:2]=1/[CH:1]=[CH:14]/[C:15]1[CH:20]=[CH:19][CH:18]=[CH:17][CH:16]=1)([O-:13])=[O:12]. The yield is 0.670. (2) The catalyst is CO.[Pd]. The reactants are [O:1]=[C:2]1[CH:6]([NH:7]C(=O)OCC2C=CC=CC=2)[CH2:5][CH2:4][N:3]1[CH2:18][O:19][CH2:20][CH2:21][Si:22]([CH3:25])([CH3:24])[CH3:23].C([O-])=O.[NH4+]. The yield is 0.590. The product is [NH2:7][CH:6]1[CH2:5][CH2:4][N:3]([CH2:18][O:19][CH2:20][CH2:21][Si:22]([CH3:24])([CH3:23])[CH3:25])[C:2]1=[O:1]. (3) The reactants are [NH2:1][C:2]1[N:7]2[C:8]3[N:23]=[CH:22][CH:21]=[CH:20][C:9]=3[C:10]([C:11]3[CH:16]=[CH:15][N:14]=[C:13]([S:17]([CH3:19])=[O:18])[N:12]=3)=[C:6]2[CH:5]=[CH:4][N:3]=1.C(Cl)Cl.[O-:27]S([O-])(=S)=O.[Na+].[Na+].C([O-])([O-])=O.[Na+].[Na+]. The product is [NH2:1][C:2]1[N:7]2[C:8]3[N:23]=[CH:22][CH:21]=[CH:20][C:9]=3[C:10]([C:11]3[CH:16]=[CH:15][N:14]=[C:13]([S:17]([CH3:19])(=[O:27])=[O:18])[N:12]=3)=[C:6]2[CH:5]=[CH:4][N:3]=1. The yield is 0.910. No catalyst specified. (4) The reactants are [Cl:1][C:2]1[CH:3]=[C:4]([CH:6]=[CH:7][C:8]=1[O:9][C:10]1[C:19]2[C:14](=[CH:15][C:16]([O:22][CH3:23])=[C:17]([O:20][CH3:21])[CH:18]=2)[N:13]=[CH:12][CH:11]=1)[NH2:5].C(N(CC)CC)C.ClC(Cl)(O[C:35](=[O:41])OC(Cl)(Cl)Cl)Cl.[Br:43][C:44]1[CH:45]=[C:46]([C@H:50]([NH2:52])[CH3:51])[CH:47]=[CH:48][CH:49]=1. The catalyst is C(Cl)(Cl)Cl. The product is [Br:43][C:44]1[CH:45]=[C:46]([C@H:50]([NH:52][C:35]([NH:5][C:4]2[CH:6]=[CH:7][C:8]([O:9][C:10]3[C:19]4[C:14](=[CH:15][C:16]([O:22][CH3:23])=[C:17]([O:20][CH3:21])[CH:18]=4)[N:13]=[CH:12][CH:11]=3)=[C:2]([Cl:1])[CH:3]=2)=[O:41])[CH3:51])[CH:47]=[CH:48][CH:49]=1. The yield is 0.310. (5) The reactants are [NH:1]1[C:9]2[C:4](=[CH:5][CH:6]=[CH:7][CH:8]=2)[CH:3]=[C:2]1[C:10]([OH:12])=[O:11].C([C:15]1[NH:16][C:17]2C(C=1)=CC(N(C)C)=CC=2)C.[Li+].[OH-].Cl. The catalyst is C1COCC1.CO.O. The product is [CH3:15][N:16]([CH3:17])[C:6]1[CH:5]=[C:4]2[C:9](=[CH:8][CH:7]=1)[NH:1][C:2]([C:10]([OH:12])=[O:11])=[CH:3]2. The yield is 0.740. (6) The reactants are [N:1]12[CH2:9][CH2:8][CH:5]([CH2:6][CH2:7]1)[N:4]([C:10]1[O:11][C:12]3[C:13]([N:20]=1)=[N:14][C:15]([CH3:19])=[C:16](N)[CH:17]=3)[CH2:3][CH2:2]2.N([O-])=O.[Na+].[H+].[F:26][P-](F)(F)(F)(F)F. The catalyst is Cl.O. The product is [F:26][C:16]1[CH:17]=[C:12]2[O:11][C:10]([N:4]3[CH:5]4[CH2:8][CH2:9][N:1]([CH2:7][CH2:6]4)[CH2:2][CH2:3]3)=[N:20][C:13]2=[N:14][C:15]=1[CH3:19]. The yield is 0.0600.